From a dataset of Forward reaction prediction with 1.9M reactions from USPTO patents (1976-2016). Predict the product of the given reaction. Given the reactants Br[C:2]1[CH:16]=[CH:15][CH:14]=[CH:13][C:3]=1[C:4]([NH:6][C:7]1[CH:12]=[CH:11][CH:10]=[CH:9][CH:8]=1)=[O:5].C(=O)([O-])[O-].[Na+].[Na+].O, predict the reaction product. The product is: [CH:11]1[C:12]2[C:13]3[C:3](=[CH:2][CH:16]=[CH:15][CH:14]=3)[C:4](=[O:5])[NH:6][C:7]=2[CH:8]=[CH:9][CH:10]=1.